This data is from Reaction yield outcomes from USPTO patents with 853,638 reactions. The task is: Predict the reaction yield, written as a fraction of the theoretical maximum amount of product (1.0 means a 100% yield; for example, 0.34 means a 34% yield). (1) The reactants are Br[C:2]1[N:3]=[C:4]([CH3:8])[N:5]([CH3:7])[CH:6]=1.[CH2:9]([N:13]1[N:17]=[C:16]2[CH:18]=[CH:19][CH:20]=[C:21]([Cl:22])[C:15]2=[N:14]1)[CH2:10][C:11]#[CH:12]. No catalyst specified. The product is [Cl:22][C:21]1[C:15]2[C:16](=[N:17][N:13]([CH2:9][CH2:10][C:11]#[C:12][C:2]3[N:3]=[C:4]([CH3:8])[N:5]([CH3:7])[CH:6]=3)[N:14]=2)[CH:18]=[CH:19][CH:20]=1. The yield is 0.0500. (2) The reactants are [H-].[Al+3].[Li+].[H-].[H-].[H-].[CH3:7][O:8][C:9]1[C:22]2[C:21]3[NH:20][CH2:19][CH2:18][CH2:17][C:16]=3[C:15](=[O:23])[N:14]([CH2:24][O:25][CH3:26])[C:13]=2[CH:12]=[C:11]([C:27](OCC)=[O:28])[CH:10]=1.[Cl-].[NH4+]. The catalyst is O1CCCC1. The product is [OH:28][CH2:27][C:11]1[CH:10]=[C:9]([O:8][CH3:7])[C:22]2[C:21]3[NH:20][CH2:19][CH2:18][CH2:17][C:16]=3[C:15](=[O:23])[N:14]([CH2:24][O:25][CH3:26])[C:13]=2[CH:12]=1. The yield is 0.992. (3) The reactants are [Cl:1][C:2]1[C:7]([Cl:8])=[CH:6][N:5]=[C:4]([NH2:9])[CH:3]=1.[C:10](N1C=CC=CC1=O)(N1C=CC=CC1=O)=[S:11]. The catalyst is ClCCl. The product is [Cl:1][C:2]1[C:7]([Cl:8])=[CH:6][N:5]=[C:4]([N:9]=[C:10]=[S:11])[CH:3]=1. The yield is 0.830. (4) The reactants are [CH3:1][C:2]([Si:5]([O:8][CH2:9][CH2:10][C:11]1[O:12][C:13]([CH2:16][CH2:17][OH:18])=[CH:14][CH:15]=1)([CH3:7])[CH3:6])([CH3:4])[CH3:3].[H-].[Na+].[CH2:21](Br)[C:22]1[CH:27]=[CH:26][CH:25]=[CH:24][CH:23]=1.O. The catalyst is C1COCC1.[I-].C([N+](CCCC)(CCCC)CCCC)CCC. The product is [CH3:4][C:2]([Si:5]([CH3:7])([CH3:6])[O:8][CH2:9][CH2:10][C:11]1[O:12][C:13]([CH2:16][CH2:17][O:18][CH2:21][C:22]2[CH:27]=[CH:26][CH:25]=[CH:24][CH:23]=2)=[CH:14][CH:15]=1)([CH3:1])[CH3:3]. The yield is 0.826. (5) The reactants are [N:1]1([C:5]([C:7]2[CH:8]=[C:9]3[C:14](=[CH:15][CH:16]=2)[CH:13]=[N:12][CH:11]=[C:10]3[C:17]2[CH:27]=[CH:26][C:20]3[NH:21][S:22](=[O:25])(=[O:24])[CH2:23][C:19]=3[CH:18]=2)=[O:6])[CH2:4][CH2:3][CH2:2]1.ClC1C=C(C=CC=1)C(OO)=O.C([O-])(O)=O.[Na+].C1(C)C=CC(S(Cl)(=O)=O)=CC=1.C(C[NH2:58])O. The catalyst is C(Cl)Cl.CO.N1C=CC=CC=1.O. The product is [NH2:58][C:13]1[C:14]2[C:9](=[CH:8][C:7]([C:5]([N:1]3[CH2:2][CH2:3][CH2:4]3)=[O:6])=[CH:16][CH:15]=2)[C:10]([C:17]2[CH:27]=[CH:26][C:20]3[NH:21][S:22](=[O:25])(=[O:24])[CH2:23][C:19]=3[CH:18]=2)=[CH:11][N:12]=1. The yield is 0.0700. (6) The reactants are CN(C)C=O.[CH3:6][C:7]1[CH:13]=[CH:12][CH:11]=[C:10]([O:14][C:15]2[CH:20]=[CH:19][C:18]([S:21]([CH3:24])(=[O:23])=[O:22])=[CH:17][CH:16]=2)[C:8]=1[NH2:9].[Br:25]N1C(=O)CCC1=O. The catalyst is C(OCC)(=O)C. The product is [Br:25][C:12]1[CH:11]=[C:10]([O:14][C:15]2[CH:20]=[CH:19][C:18]([S:21]([CH3:24])(=[O:23])=[O:22])=[CH:17][CH:16]=2)[C:8]([NH2:9])=[C:7]([CH3:6])[CH:13]=1. The yield is 0.490.